This data is from Full USPTO retrosynthesis dataset with 1.9M reactions from patents (1976-2016). The task is: Predict the reactants needed to synthesize the given product. (1) Given the product [NH2:8][C:5]1[O:6][CH2:7][C:2]([F:1])([F:19])[C@@:3]2([C:17]3[C:12](=[CH:13][CH:14]=[C:15]([NH:18][C:28](=[O:29])[C:25]4[CH:24]=[CH:23][C:22]([C:20]#[N:21])=[CH:27][N:26]=4)[CH:16]=3)[CH2:11][CH2:10][CH2:9]2)[N:4]=1, predict the reactants needed to synthesize it. The reactants are: [F:1][C:2]1([F:19])[CH2:7][O:6][C:5]([NH2:8])=[N:4][C@@:3]21[C:17]1[C:12](=[CH:13][CH:14]=[C:15]([NH2:18])[CH:16]=1)[CH2:11][CH2:10][CH2:9]2.[C:20]([C:22]1[CH:23]=[CH:24][C:25]([C:28](O)=[O:29])=[N:26][CH:27]=1)#[N:21]. (2) Given the product [O:22]1[CH:5]2[CH:4]1[CH2:3][CH:2]([CH2:1][O:8][CH2:9][CH:10]1[CH2:15][CH2:17][CH:16]3[O:19][CH:12]3[CH2:11]1)[CH2:7][CH2:6]2, predict the reactants needed to synthesize it. The reactants are: [CH2:1]([O:8][CH2:9][CH:10]1[CH:15]=CC[CH2:12][CH2:11]1)[CH:2]1[CH:7]=[CH:6][CH2:5][CH2:4][CH2:3]1.[C:16]([OH:19])(=O)[CH3:17].C(OO)(=[O:22])C. (3) Given the product [F:32][C:31]([F:34])([F:33])[C:29]([OH:35])=[O:30].[CH2:15]1[C:16]2([NH:21][CH2:20][CH2:19][CH2:18][CH2:17]2)[CH:14]1[CH2:13][NH:12][C:10]([C:2]1[NH:1][C:9]2[CH:8]=[CH:7][N:6]=[CH:5][C:4]=2[CH:3]=1)=[O:11], predict the reactants needed to synthesize it. The reactants are: [NH:1]1[C:9]2[CH:8]=[CH:7][N:6]=[CH:5][C:4]=2[CH:3]=[C:2]1[C:10]([NH:12][CH2:13][CH:14]1[C:16]2([N:21](C(OC(C)(C)C)=O)[CH2:20][CH2:19][CH2:18][CH2:17]2)[CH2:15]1)=[O:11].[C:29]([OH:35])([C:31]([F:34])([F:33])[F:32])=[O:30]. (4) Given the product [NH2:33][C@@H:13]([CH2:12][C:9]1[CH:10]=[CH:11][C:6]([O:5][C:1]([CH3:4])([CH3:3])[CH3:2])=[CH:7][CH:8]=1)[C:14]([N:16]([CH2:25][CH:26]([O:30][CH2:31][CH3:32])[O:27][CH2:28][CH3:29])[C@@H:17]([C:19]1[CH:20]=[CH:21][CH:22]=[CH:23][CH:24]=1)[CH3:18])=[O:15], predict the reactants needed to synthesize it. The reactants are: [C:1]([O:5][C:6]1[CH:11]=[CH:10][C:9]([CH2:12][C@H:13]([NH:33]C(=O)OCC2C3C=CC=CC=3C3C2=CC=CC=3)[C:14]([N:16]([CH2:25][CH:26]([O:30][CH2:31][CH3:32])[O:27][CH2:28][CH3:29])[C@@H:17]([C:19]2[CH:24]=[CH:23][CH:22]=[CH:21][CH:20]=2)[CH3:18])=[O:15])=[CH:8][CH:7]=1)([CH3:4])([CH3:3])[CH3:2].N1CCCCC1. (5) Given the product [N:12]([C:5]1[C:4]([CH3:15])=[C:3]([O:2][CH3:1])[CH:8]=[CH:7][C:6]=1[N+:9]([O-:11])=[O:10])=[N+:16]=[N-:17], predict the reactants needed to synthesize it. The reactants are: [CH3:1][O:2][C:3]1[CH:8]=[CH:7][C:6]([N+:9]([O-:11])=[O:10])=[C:5]([N+:12]([O-])=O)[C:4]=1[CH3:15].[N-:16]=[N+:17]=[N-].[Na+]. (6) Given the product [NH2:13][C:9]1[CH:8]=[C:7]2[C:12](=[CH:11][CH:10]=1)[N:4]([C:1](=[O:3])[CH3:2])[CH2:5][CH2:6]2, predict the reactants needed to synthesize it. The reactants are: [C:1]([N:4]1[C:12]2[C:7](=[CH:8][C:9]([NH2:13])=[CH:10][CH:11]=2)[CH:6]=[CH:5]1)(=[O:3])[CH3:2].C(N1C2C(=CC([N+]([O-])=O)=CC=2)C=C1)(=O)C. (7) Given the product [F:14][C:11]1[CH:12]=[CH:13][C:8]([C:18]2[CH:19]=[CH:20][C:21]([O:22][CH3:23])=[C:16]([F:15])[CH:17]=2)=[N:9][CH:10]=1, predict the reactants needed to synthesize it. The reactants are: C([O-])([O-])=O.[Na+].[Na+].Br[C:8]1[CH:13]=[CH:12][C:11]([F:14])=[CH:10][N:9]=1.[F:15][C:16]1[CH:17]=[C:18](B(O)O)[CH:19]=[CH:20][C:21]=1[O:22][CH3:23]. (8) Given the product [C:1]1([S:7]([CH:10]([NH:33][CH2:34][C:35]2[CH:40]=[CH:39][C:38]([C:41]([CH3:46])([CH3:47])[CH2:42][CH2:43][CH2:44][CH3:45])=[CH:37][CH:36]=2)[C:11]2[N:16]=[C:15]([NH:17][CH2:25][C:26]([OH:28])=[O:27])[CH:14]=[CH:13][CH:12]=2)(=[O:9])=[O:8])[CH:2]=[CH:3][CH:4]=[CH:5][CH:6]=1, predict the reactants needed to synthesize it. The reactants are: [C:1]1([S:7]([CH:10]([NH:33][CH2:34][C:35]2[CH:40]=[CH:39][C:38]([C:41]([CH3:47])([CH3:46])[CH2:42][CH2:43][CH2:44][CH3:45])=[CH:37][CH:36]=2)[C:11]2[N:16]=[C:15]([N:17]([CH2:25][C:26]([O:28]C(C)(C)C)=[O:27])C(OC(C)(C)C)=O)[CH:14]=[CH:13][CH:12]=2)(=[O:9])=[O:8])[CH:6]=[CH:5][CH:4]=[CH:3][CH:2]=1.FC(F)(F)C(O)=O. (9) Given the product [CH2:13]([NH:20][C:21]([NH:1][C:2]1[CH:11]=[C:10]2[C:5]([C:6](=[O:12])[NH:7][CH:8]=[N:9]2)=[CH:4][CH:3]=1)=[O:22])[C:14]1[CH:19]=[CH:18][CH:17]=[CH:16][CH:15]=1, predict the reactants needed to synthesize it. The reactants are: [NH2:1][C:2]1[CH:11]=[C:10]2[C:5]([C:6](=[O:12])[NH:7][CH:8]=[N:9]2)=[CH:4][CH:3]=1.[CH2:13]([N:20]=[C:21]=[O:22])[C:14]1[CH:19]=[CH:18][CH:17]=[CH:16][CH:15]=1.